This data is from Peptide-MHC class II binding affinity with 134,281 pairs from IEDB. The task is: Regression. Given a peptide amino acid sequence and an MHC pseudo amino acid sequence, predict their binding affinity value. This is MHC class II binding data. (1) The peptide sequence is YDKFLANVSTVLTMK. The MHC is DRB1_1101 with pseudo-sequence DRB1_1101. The binding affinity (normalized) is 0.600. (2) The peptide sequence is GITDRDFIEGVHGGT. The MHC is DRB5_0101 with pseudo-sequence DRB5_0101. The binding affinity (normalized) is 0.139. (3) The peptide sequence is VKEIPPRLLYAKSSP. The MHC is HLA-DQA10102-DQB10602 with pseudo-sequence HLA-DQA10102-DQB10602. The binding affinity (normalized) is 0.158. (4) The peptide sequence is VLVDEGRKVAIKGPL. The MHC is HLA-DQA10102-DQB10501 with pseudo-sequence HLA-DQA10102-DQB10501. The binding affinity (normalized) is 0. (5) The peptide sequence is EKKYFAATQFRPLAA. The MHC is DRB1_0701 with pseudo-sequence DRB1_0701. The binding affinity (normalized) is 0.821. (6) The peptide sequence is ASIVKASFEEGKCGL. The MHC is DRB1_0901 with pseudo-sequence DRB1_0901. The binding affinity (normalized) is 0.490. (7) The peptide sequence is AFKVAATLANAAPAN. The MHC is DRB1_0401 with pseudo-sequence DRB1_0401. The binding affinity (normalized) is 0.849. (8) The peptide sequence is EYKYFAATQFEPLAA. The MHC is HLA-DPA10103-DPB10601 with pseudo-sequence HLA-DPA10103-DPB10601. The binding affinity (normalized) is 0.959. (9) The binding affinity (normalized) is 0.303. The peptide sequence is SAAVKDERAVHADMG. The MHC is DRB1_0901 with pseudo-sequence DRB1_0901.